This data is from Peptide-MHC class II binding affinity with 134,281 pairs from IEDB. The task is: Regression. Given a peptide amino acid sequence and an MHC pseudo amino acid sequence, predict their binding affinity value. This is MHC class II binding data. (1) The peptide sequence is PKGGAESSSKAALTS. The MHC is DRB1_0901 with pseudo-sequence DRB1_0901. The binding affinity (normalized) is 0.350. (2) The peptide sequence is IGPRHPIRALVGDEV. The MHC is DRB1_1101 with pseudo-sequence DRB1_1101. The binding affinity (normalized) is 0.430. (3) The binding affinity (normalized) is 0.674. The MHC is DRB1_0101 with pseudo-sequence DRB1_0101. The peptide sequence is FEERDAVLLGGSSDNEFVKL. (4) The MHC is DRB1_0404 with pseudo-sequence DRB1_0404. The peptide sequence is YKKFLANVSTVLTGK. The binding affinity (normalized) is 0.569.